Dataset: Full USPTO retrosynthesis dataset with 1.9M reactions from patents (1976-2016). Task: Predict the reactants needed to synthesize the given product. (1) Given the product [NH2:15][C:14]1[C:9]([C:7](=[O:8])[C:4]2[CH:3]=[CH:2][CH:1]=[CH:6][CH:5]=2)=[CH:10][CH:11]=[CH:12][C:13]=1[CH:16]([S:36][CH3:35])[C:17]([NH2:19])=[O:18], predict the reactants needed to synthesize it. The reactants are: [CH:1]1[CH:2]=[CH:3][C:4]([C:7]([C:9]2[C:14]([NH2:15])=[C:13]([CH2:16][C:17]([NH2:19])=[O:18])[CH:12]=[CH:11][CH:10]=2)=[O:8])=[CH:5][CH:6]=1.NC1C=CC=CC=1C(C1C=CC=CC=1)=O.[CH3:35][S:36]CC(N)=O.ClN1C(=O)C2=CC=CC=C2C1=O. (2) Given the product [O:1]1[CH2:6][CH2:5][CH2:4][CH2:3][CH:2]1[O:7][NH:8][C:9](=[O:33])[CH2:10][C@@:11]1([C:20]2[S:21][C:22]([C:25]3[CH:30]=[CH:29][C:28]([CH2:31][CH3:32])=[CH:27][CH:26]=3)=[CH:23][CH:24]=2)[S:17](=[O:19])(=[O:18])[CH2:16][CH2:15][N:14]([CH2:41][C:39]2[CH:38]=[CH:37][CH:36]=[C:35]([CH3:34])[N:40]=2)[CH2:13][CH2:12]1, predict the reactants needed to synthesize it. The reactants are: [O:1]1[CH2:6][CH2:5][CH2:4][CH2:3][CH:2]1[O:7][NH:8][C:9](=[O:33])[CH2:10][C@@:11]1([C:20]2[S:21][C:22]([C:25]3[CH:30]=[CH:29][C:28]([CH2:31][CH3:32])=[CH:27][CH:26]=3)=[CH:23][CH:24]=2)[S:17](=[O:19])(=[O:18])[CH2:16][CH2:15][NH:14][CH2:13][CH2:12]1.[CH3:34][C:35]1[N:40]=[C:39]([CH:41]=O)[CH:38]=[CH:37][CH:36]=1.C(O[BH-](OC(=O)C)OC(=O)C)(=O)C.[Na+].C(O)(=O)C.